Dataset: Full USPTO retrosynthesis dataset with 1.9M reactions from patents (1976-2016). Task: Predict the reactants needed to synthesize the given product. (1) Given the product [C:1]([O:5][C:6]([N:8]1[CH2:12][CH2:11][CH:10]([C:13]2[CH:18]=[CH:17][C:16]([S:19]([C:22]3[CH:27]=[CH:26][CH:25]=[C:24]([F:28])[CH:23]=3)(=[O:21])=[O:20])=[CH:15][C:14]=2[CH2:29][OH:30])[CH2:9]1)=[O:7])([CH3:4])([CH3:2])[CH3:3], predict the reactants needed to synthesize it. The reactants are: [C:1]([O:5][C:6]([N:8]1[CH2:12][CH2:11][CH:10]([C:13]2[CH:18]=[CH:17][C:16]([S:19]([C:22]3[CH:27]=[CH:26][CH:25]=[C:24]([F:28])[CH:23]=3)(=[O:21])=[O:20])=[CH:15][C:14]=2[C:29](OCC)=[O:30])[CH2:9]1)=[O:7])([CH3:4])([CH3:3])[CH3:2].[Li+].[BH4-]. (2) Given the product [Na+:16].[F:14][C:11]([F:12])([F:13])[C:9]1[N:10]=[C:6]([C:4]([O-:5])=[O:3])[NH:7][CH:8]=1, predict the reactants needed to synthesize it. The reactants are: C([O:3][C:4]([C:6]1[NH:7][CH:8]=[C:9]([C:11]([F:14])([F:13])[F:12])[N:10]=1)=[O:5])C.[OH-].[Na+:16]. (3) Given the product [CH2:9]([CH:16]1[CH2:20][O:19][C:18](=[O:21])[N:17]1[C:22](=[O:51])[CH:23]([O:48][CH2:49][CH3:50])[CH2:24][C:26]1[CH:31]=[CH:30][C:29]([C:32]2[CH:37]=[CH:36][CH:35]=[C:34]([CH2:38][NH:39][CH3:40])[CH:33]=2)=[CH:28][CH:27]=1)[C:10]1[CH:15]=[CH:14][CH:13]=[CH:12][CH:11]=1, predict the reactants needed to synthesize it. The reactants are: C([SiH](CC)CC)C.[B].[CH2:9]([CH:16]1[CH2:20][O:19][C:18](=[O:21])[N:17]1[C:22](=[O:51])[CH:23]([O:48][CH2:49][CH3:50])[CH:24]([C:26]1[CH:31]=[CH:30][C:29]([C:32]2[CH:37]=[CH:36][CH:35]=[C:34]([CH2:38][N:39](C)[C:40](=O)OC(C)(C)C)[CH:33]=2)=[CH:28][CH:27]=1)O)[C:10]1[CH:15]=[CH:14][CH:13]=[CH:12][CH:11]=1.C(=O)([O-])[O-].[Na+].[Na+]. (4) Given the product [CH3:16][O:14][C:13](=[O:15])/[CH:12]=[CH:11]/[C:7]1[N:8]=[CH:9][NH:10][CH:6]=1, predict the reactants needed to synthesize it. The reactants are: S(=O)(=O)(O)O.[CH:6]1[N:10]=[CH:9][NH:8][C:7]=1/[CH:11]=[CH:12]/[C:13]([OH:15])=[O:14].[C:16](=O)([O-])O.[Na+]. (5) Given the product [NH:1]1[C:5]2[CH:6]=[CH:7][CH:8]=[CH:9][C:4]=2[N:3]=[C:2]1[CH:10]1[CH2:15][CH2:14][N:13]([C:16]([C:18]2[CH:25]=[CH:24][C:21]([C:22](=[NH:23])[NH:26][OH:27])=[CH:20][CH:19]=2)=[O:17])[CH2:12][CH2:11]1, predict the reactants needed to synthesize it. The reactants are: [NH:1]1[C:5]2[CH:6]=[CH:7][CH:8]=[CH:9][C:4]=2[N:3]=[C:2]1[CH:10]1[CH2:15][CH2:14][N:13]([C:16]([C:18]2[CH:25]=[CH:24][C:21]([C:22]#[N:23])=[CH:20][CH:19]=2)=[O:17])[CH2:12][CH2:11]1.[NH2:26][OH:27]. (6) Given the product [Br:1][C:2]1[C:3]([C:29]2[C:34]([Cl:35])=[CH:33][CH:32]=[C:31]([CH3:36])[C:30]=2[F:37])=[N:4][O:5][C:6]=1[C@@H:7]1[C@:12]([C:14]2[CH:19]=[CH:18][C:17]([F:20])=[C:16]([F:21])[CH:15]=2)([OH:13])[CH2:11][CH2:10][NH:9][CH2:8]1, predict the reactants needed to synthesize it. The reactants are: [Br:1][C:2]1[C:3]([C:29]2[C:34]([Cl:35])=[CH:33][CH:32]=[C:31]([CH3:36])[C:30]=2[F:37])=[N:4][O:5][C:6]=1[C@@H:7]1[C@:12]([C:14]2[CH:19]=[CH:18][C:17]([F:20])=[C:16]([F:21])[CH:15]=2)([OH:13])[CH2:11][CH2:10][N:9](C(OC(C)(C)C)=O)[CH2:8]1.Cl.O1CCOCC1.